From a dataset of Full USPTO retrosynthesis dataset with 1.9M reactions from patents (1976-2016). Predict the reactants needed to synthesize the given product. (1) Given the product [CH3:1][N:2]([CH3:29])[C:3](=[O:28])[O:4][C:5]1[CH:10]=[CH:9][CH:8]=[C:7]([NH:11][C:12]([C:14]2([O:20][CH2:21][C:22]3[CH:23]=[CH:24][CH:25]=[CH:26][CH:27]=3)[CH2:19][CH2:18][N:17]([C:40]3[C:41]4[C:48]([CH3:49])=[CH:47][NH:46][C:42]=4[N:43]=[CH:44][N:45]=3)[CH2:16][CH2:15]2)=[O:13])[CH:6]=1, predict the reactants needed to synthesize it. The reactants are: [CH3:1][N:2]([CH3:29])[C:3](=[O:28])[O:4][C:5]1[CH:10]=[CH:9][CH:8]=[C:7]([NH:11][C:12]([C:14]2([O:20][CH2:21][C:22]3[CH:27]=[CH:26][CH:25]=[CH:24][CH:23]=3)[CH2:19][CH2:18][NH:17][CH2:16][CH2:15]2)=[O:13])[CH:6]=1.C(N(CC)C(C)C)(C)C.Cl[C:40]1[C:41]2[C:48]([CH3:49])=[CH:47][NH:46][C:42]=2[N:43]=[CH:44][N:45]=1. (2) Given the product [CH2:28]([C:27]1[N:13]([C:10]2[CH:11]=[CH:12][C:7]([O:6][C:5]3[CH:33]=[CH:34][C:2]([Cl:1])=[CH:3][CH:4]=3)=[CH:8][CH:9]=2)[CH:14]=[C:15]([C:17]2[CH:22]=[CH:21][C:20]([OH:23])=[CH:19][CH:18]=2)[N:39]=1)[CH2:29][CH2:30][CH3:31], predict the reactants needed to synthesize it. The reactants are: [Cl:1][C:2]1[CH:34]=[CH:33][C:5]([O:6][C:7]2[CH:12]=[CH:11][C:10]([N:13]([C:27](=O)[CH2:28][CH2:29][CH2:30][CH3:31])[CH2:14][C:15]([C:17]3[CH:22]=[CH:21][C:20]([O:23]C(=O)C)=[CH:19][CH:18]=3)=O)=[CH:9][CH:8]=2)=[CH:4][CH:3]=1.C([O-])(=O)C.[NH4+:39]. (3) Given the product [F:24][CH:2]([F:1])[C:3]1[N:8]2[N:9]=[CH:10][C:11]([C:12]#[C:13][C:26]3[CH:27]=[CH:28][C:29]([S:32]([N:35]([CH3:37])[CH3:36])(=[O:33])=[O:34])=[CH:30][CH:31]=3)=[C:7]2[N:6]=[C:5]([C:14]2[CH:19]=[CH:18][C:17]([C:20]([F:23])([F:22])[F:21])=[CH:16][CH:15]=2)[CH:4]=1, predict the reactants needed to synthesize it. The reactants are: [F:1][CH:2]([F:24])[C:3]1[N:8]2[N:9]=[CH:10][C:11]([C:12]#[CH:13])=[C:7]2[N:6]=[C:5]([C:14]2[CH:19]=[CH:18][C:17]([C:20]([F:23])([F:22])[F:21])=[CH:16][CH:15]=2)[CH:4]=1.Br[C:26]1[CH:31]=[CH:30][C:29]([S:32]([N:35]([CH3:37])[CH3:36])(=[O:34])=[O:33])=[CH:28][CH:27]=1.